This data is from Catalyst prediction with 721,799 reactions and 888 catalyst types from USPTO. The task is: Predict which catalyst facilitates the given reaction. (1) Reactant: [CH2:1]([NH2:4])[CH2:2][NH2:3].[C:5]([O:14][CH2:15][CH3:16])(=[O:13])/[CH:6]=[CH:7]\[C:8]([O:10]CC)=O. Product: [O:10]=[C:8]1[NH:4][CH2:1][CH2:2][NH:3][CH:7]1[CH2:6][C:5]([O:14][CH2:15][CH3:16])=[O:13]. The catalyst class is: 259. (2) Reactant: [NH2:1][C@H:2]1[CH2:7][CH2:6][C@H:5]([CH2:8][NH:9][C:10]2[CH:15]=[CH:14][C:13]([S:16]([NH2:19])(=[O:18])=[O:17])=[CH:12][C:11]=2[N+:20]([O-:22])=[O:21])[CH2:4][CH2:3]1.C(N(C(C)C)CC)(C)C.Br[CH2:33][CH2:34][O:35][CH2:36][CH2:37]Br. Product: [O:35]1[CH2:36][CH2:37][N:1]([C@H:2]2[CH2:3][CH2:4][C@H:5]([CH2:8][NH:9][C:10]3[CH:15]=[CH:14][C:13]([S:16]([NH2:19])(=[O:18])=[O:17])=[CH:12][C:11]=3[N+:20]([O-:22])=[O:21])[CH2:6][CH2:7]2)[CH2:33][CH2:34]1. The catalyst class is: 42. (3) Reactant: [CH3:1][C:2]([CH3:11])([CH3:10])[C:3](=O)[CH2:4][CH2:5][C:6](O)=[O:7].[NH2:12][NH2:13]. Product: [C:2]([C:3]1[CH2:4][CH2:5][C:6](=[O:7])[NH:12][N:13]=1)([CH3:11])([CH3:10])[CH3:1]. The catalyst class is: 14. (4) Reactant: [CH3:1][C:2]1[C:7]([C:8]2[O:9][C:10]3[CH:16]=[CH:15][C:14]([C:17]#[N:18])=[CH:13][C:11]=3[CH:12]=2)=[CH:6][CH:5]=[CH:4][N:3]=1.[H-].[H-].[H-].[H-].[Li+].[Al+3]. Product: [CH3:1][C:2]1[C:7]([C:8]2[O:9][C:10]3[CH:16]=[CH:15][C:14]([CH2:17][NH2:18])=[CH:13][C:11]=3[CH:12]=2)=[CH:6][CH:5]=[CH:4][N:3]=1. The catalyst class is: 1.